From a dataset of Reaction yield outcomes from USPTO patents with 853,638 reactions. Predict the reaction yield, written as a fraction of the theoretical maximum amount of product (1.0 means a 100% yield; for example, 0.34 means a 34% yield). (1) The reactants are [CH2:1]=[C:2]1[CH2:5][CH:4]([C:6]([O:8][CH2:9][CH3:10])=[O:7])[CH2:3]1.[Si]([C:15](F)([F:17])[F:16])(C)(C)C. The catalyst is C1COCC1. The product is [F:16][C:15]1([F:17])[C:2]2([CH2:5][CH:4]([C:6]([O:8][CH2:9][CH3:10])=[O:7])[CH2:3]2)[CH2:1]1. The yield is 0.730. (2) The reactants are [OH:1][CH:2]([C:13]1[CH:18]=[CH:17][CH:16]=[CH:15][C:14]=1[O:19][CH3:20])[CH2:3][O:4][C:5]1[CH:12]=[CH:11][C:8]([CH:9]=O)=[CH:7][CH:6]=1.[S:21]1[CH2:25][C:24](=[O:26])[NH:23][C:22]1=[O:27].N1CCCCC1. The catalyst is CCO. The product is [OH:1][CH:2]([C:13]1[CH:18]=[CH:17][CH:16]=[CH:15][C:14]=1[O:19][CH3:20])[CH2:3][O:4][C:5]1[CH:12]=[CH:11][C:8](/[CH:9]=[C:25]2/[C:24](=[O:26])[NH:23][C:22](=[O:27])[S:21]/2)=[CH:7][CH:6]=1. The yield is 0.800. (3) The reactants are COC1C=C(C=C(OC)C=1)CC1C2C(=CC=CC=2CCC2C=CC(C(O)=O)=CC=2)CC=1.[CH3:32][O:33][C:34]1[CH:35]=[C:36]([CH:59]=[C:60]([O:62][CH3:63])[CH:61]=1)[CH2:37][CH:38]1[C:46]2[C:41](=[CH:42][CH:43]=[CH:44][C:45]=2[O:47][CH2:48][C:49]2[CH:58]=[CH:57][C:52]([C:53]([O:55]C)=[O:54])=[CH:51][CH:50]=2)[CH2:40][CH2:39]1.[Li+].[OH-]. The catalyst is C1COCC1. The product is [CH3:63][O:62][C:60]1[CH:59]=[C:36]([CH:35]=[C:34]([O:33][CH3:32])[CH:61]=1)[CH2:37][CH:38]1[C:46]2[C:41](=[CH:42][CH:43]=[CH:44][C:45]=2[O:47][CH2:48][C:49]2[CH:50]=[CH:51][C:52]([C:53]([OH:55])=[O:54])=[CH:57][CH:58]=2)[CH2:40][CH2:39]1. The yield is 0.710. (4) The reactants are [CH3:1][CH2:2][O:3][C:4](/[C:6](/Cl)=[N:7]\[OH:8])=[O:5].CCN(CC)CC.[Cl:17][C:18](Cl)=[CH2:19]. No catalyst specified. The product is [Cl:17][C:18]1[O:8][N:7]=[C:6]([C:4]([O:3][CH2:2][CH3:1])=[O:5])[CH:19]=1. The yield is 0.150. (5) The reactants are [NH2:1][CH2:2][C@H:3]1[O:7][C:6](=[O:8])[N:5]([CH2:9][C@@H:10]2[C@H:13]([NH:14][C:15](=[O:31])/[C:16](=[N:23]\[O:24][C:25]3([C:28]([OH:30])=[O:29])[CH2:27][CH2:26]3)/[C:17]3[N:18]=[C:19]([NH2:22])[S:20][CH:21]=3)[C:12](=[O:32])[N:11]2[S:33]([OH:36])(=[O:35])=[O:34])[CH2:4]1.Cl.[N:38]1([C:43](N)=[NH:44])C=CC=N1.CCN(C(C)C)C(C)C. The catalyst is CN(C=O)C. The product is [NH2:22][C:19]1[S:20][CH:21]=[C:17](/[C:16](=[N:23]/[O:24][C:25]2([C:28]([OH:30])=[O:29])[CH2:26][CH2:27]2)/[C:15]([NH:14][C@@H:13]2[C:12](=[O:32])[N:11]([S:33]([OH:36])(=[O:34])=[O:35])[C@@H:10]2[CH2:9][N:5]2[CH2:4][C@@H:3]([CH2:2][NH:1][C:43]([NH2:44])=[NH:38])[O:7][C:6]2=[O:8])=[O:31])[N:18]=1. The yield is 0.370. (6) The reactants are [F:1][C:2]1[CH:3]=[C:4]([C@H:8]2[CH2:12][CH2:11][CH2:10][N:9]2[C:13]2[CH:18]=[CH:17][N:16]3[N:19]=[CH:20][C:21]([NH2:22])=[C:15]3[N:14]=2)[CH:5]=[CH:6][CH:7]=1.[CH3:23][N:24]1[C:29](=[O:30])[CH:28]=[CH:27][C:26]([C:31](O)=[O:32])=[N:25]1.CN(C(ON1N=NC2C=CC=NC1=2)=[N+](C)C)C.F[P-](F)(F)(F)(F)F.CCN(C(C)C)C(C)C. The catalyst is CCOCC.CN(C=O)C. The product is [F:1][C:2]1[CH:3]=[C:4]([C@H:8]2[CH2:12][CH2:11][CH2:10][N:9]2[C:13]2[CH:18]=[CH:17][N:16]3[N:19]=[CH:20][C:21]([NH:22][C:31]([C:26]4[CH:27]=[CH:28][C:29](=[O:30])[N:24]([CH3:23])[N:25]=4)=[O:32])=[C:15]3[N:14]=2)[CH:5]=[CH:6][CH:7]=1. The yield is 0.330. (7) The reactants are [CH2:1]([OH:4])[CH2:2][OH:3].[C:5]1([C:11]([C:19]2[CH:24]=[CH:23][CH:22]=[CH:21][CH:20]=2)([C:13]2[CH:18]=[CH:17][CH:16]=[CH:15][CH:14]=2)Cl)[CH:10]=[CH:9][CH:8]=[CH:7][CH:6]=1.O. The catalyst is N1C=CC=CC=1. The product is [C:5]1([C:11]([C:13]2[CH:14]=[CH:15][CH:16]=[CH:17][CH:18]=2)([C:19]2[CH:20]=[CH:21][CH:22]=[CH:23][CH:24]=2)[O:3][CH2:2][CH2:1][OH:4])[CH:6]=[CH:7][CH:8]=[CH:9][CH:10]=1. The yield is 0.240. (8) The reactants are [C:1]([N:8]1[CH:12]=[CH:11]N=C1)(N1C=CN=C1)=[O:2].C1(/C=[CH:20]/[CH:21]=[CH:22]/[C:23]([OH:25])=[O:24])C=CC=CC=1.[CH2:26](N(CC)CC)C.[C:33]1(/[CH:39]=[C:40](\C)/[CH:41]=[CH:42]/C(Cl)=O)[CH:38]=[CH:37][CH:36]=[CH:35][CH:34]=1. The catalyst is O1CCCC1. The product is [CH3:26][O:25][C:23](=[O:24])[CH2:22][CH2:21][CH2:20][CH2:11][CH2:12][NH:8][C:1](=[O:2])/[CH:42]=[CH:41]/[CH:40]=[CH:39]/[C:33]1[CH:34]=[CH:35][CH:36]=[CH:37][CH:38]=1. The yield is 0.600.